Binary Classification. Given a T-cell receptor sequence (or CDR3 region) and an epitope sequence, predict whether binding occurs between them. From a dataset of TCR-epitope binding with 47,182 pairs between 192 epitopes and 23,139 TCRs. (1) The epitope is AVFDRKSDAK. The TCR CDR3 sequence is CASSQEWDPRETQYF. Result: 1 (the TCR binds to the epitope). (2) Result: 1 (the TCR binds to the epitope). The TCR CDR3 sequence is CARAARGRTTDTQYF. The epitope is LPAADLDDF. (3) The TCR CDR3 sequence is CASSIRTSGGTDTQYF. The epitope is PROT_97E67BCC. Result: 1 (the TCR binds to the epitope).